From a dataset of Full USPTO retrosynthesis dataset with 1.9M reactions from patents (1976-2016). Predict the reactants needed to synthesize the given product. (1) Given the product [CH3:18][C:19]1([CH3:31])[CH:28]=[C:27]([C:4]2[S:3][C:2]([CH3:1])=[CH:6][CH:5]=2)[C:26]2[C:21](=[CH:22][CH:23]=[C:24]([Br:30])[CH:25]=2)[O:20]1, predict the reactants needed to synthesize it. The reactants are: [CH3:1][C:2]1[S:3][CH:4]=[CH:5][CH:6]=1.[Li]CCCC.CCCCCC.[CH3:18][C:19]1([CH3:31])[CH2:28][C:27](=O)[C:26]2[C:21](=[CH:22][CH:23]=[C:24]([Br:30])[CH:25]=2)[O:20]1. (2) Given the product [Br:1][C:2]1[CH:3]=[C:4]([CH3:20])[C:5]2[N:9]=[C:8]([C:10]3[C:11](=[O:17])[NH:12][CH:13]=[CH:14][C:15]=3[Cl:21])[NH:7][C:6]=2[CH:19]=1, predict the reactants needed to synthesize it. The reactants are: [Br:1][C:2]1[CH:3]=[C:4]([CH3:20])[C:5]2[N:9]=[C:8]([C:10]3[C:11]([O:17]C)=[N:12][CH:13]=[CH:14][C:15]=3I)[NH:7][C:6]=2[CH:19]=1.[ClH:21]. (3) Given the product [F:1][C:2]1[CH:3]=[C:4]([CH2:8][CH2:9][N:10]2[C:18]3[CH:17]=[CH:16][C:15]([CH3:19])=[CH:14][C:13]=3[C:12]3[CH2:20][N:21]([CH3:24])[CH2:22][CH2:23][C:11]2=3)[CH:5]=[N:6][CH:7]=1, predict the reactants needed to synthesize it. The reactants are: [F:1][C:2]1[CH:3]=[C:4]([C:8]#[C:9][N:10]2[C:18]3[CH:17]=[CH:16][C:15]([CH3:19])=[CH:14][C:13]=3[C:12]3[CH2:20][N:21]([CH3:24])[CH2:22][CH2:23][C:11]2=3)[CH:5]=[N:6][CH:7]=1.C([O-])=O.[NH4+]. (4) Given the product [C:1]([C:3]1[CH:4]=[CH:5][C:6]2[O:10][CH2:9][CH:8]([C:35]3[CH:36]=[C:28]([C:22]4[CH:27]=[CH:26][CH:25]=[CH:24][CH:23]=4)[CH:29]=[CH:30][C:31]=3[C:32]([NH2:17])=[O:33])[C:7]=2[CH:14]=1)#[N:2], predict the reactants needed to synthesize it. The reactants are: [C:1]([C:3]1[CH:4]=[CH:5][C:6]2[O:10][CH2:9][CH:8](CCN)[C:7]=2[CH:14]=1)#[N:2].CC[N:17](CC)CC.[C:22]1([C:28]2[CH:36]=[CH:35][C:31]([C:32](Cl)=[O:33])=[CH:30][CH:29]=2)[CH:27]=[CH:26][CH:25]=[CH:24][CH:23]=1. (5) Given the product [CH2:1]([N:7]1[C:13](=[O:14])[CH:11]([OH:12])[CH:9]([OH:10])[C:8]1=[O:16])[CH2:2][CH2:3][CH2:4][CH2:5][CH3:6], predict the reactants needed to synthesize it. The reactants are: [CH2:1]([NH2:7])[CH2:2][CH2:3][CH2:4][CH2:5][CH3:6].[C:8](O)(=[O:16])[CH:9]([CH:11]([C:13](O)=[O:14])[OH:12])[OH:10]. (6) Given the product [C:5]([C:21]1[C:20]2[C:24](=[CH:25][C:17]([O:16][C:14](=[O:15])[CH2:13][Cl:12])=[CH:18][CH:19]=2)[N:23]([C:26](=[O:31])[C:27]([CH3:28])([CH3:30])[CH3:29])[CH:22]=1)(=[O:7])[CH3:6], predict the reactants needed to synthesize it. The reactants are: [Cl-].[Al+3].[Cl-].[Cl-].[C:5](OC(=O)C)(=[O:7])[CH3:6].[Cl:12][CH2:13][C:14]([O:16][C:17]1[CH:25]=[C:24]2[C:20]([CH:21]=[CH:22][N:23]2[C:26](=[O:31])[C:27]([CH3:30])([CH3:29])[CH3:28])=[CH:19][CH:18]=1)=[O:15]. (7) Given the product [OH:1][C:2]1[CH:25]=[CH:24][C:5]2[N:6]=[C:7]([C:9]3[CH:14]=[CH:13][C:12]([C:15]([N:17]4[CH2:22][CH2:21][CH:20]([CH3:23])[CH2:19][CH2:18]4)=[O:16])=[CH:11][CH:10]=3)[S:8][C:4]=2[C:3]=1[CH:38]=[O:39], predict the reactants needed to synthesize it. The reactants are: [OH:1][C:2]1[CH:25]=[CH:24][C:5]2[N:6]=[C:7]([C:9]3[CH:14]=[CH:13][C:12]([C:15]([N:17]4[CH2:22][CH2:21][CH:20]([CH3:23])[CH2:19][CH2:18]4)=[O:16])=[CH:11][CH:10]=3)[S:8][C:4]=2[CH:3]=1.C1N2CN3CN(C2)CN1C3.FC(F)(F)[C:38](O)=[O:39].C([O-])(O)=O.[Na+].